Dataset: Full USPTO retrosynthesis dataset with 1.9M reactions from patents (1976-2016). Task: Predict the reactants needed to synthesize the given product. (1) Given the product [Cl:10][C:11]1[C:12]([O:1][CH2:2][CH:3]2[CH2:8][CH2:7][CH2:6][C:5](=[O:9])[CH2:4]2)=[CH:13][C:14]([F:24])=[C:15]([CH:23]=1)[C:16]([O:18][C:19]([CH3:20])([CH3:21])[CH3:22])=[O:17], predict the reactants needed to synthesize it. The reactants are: [OH:1][CH2:2][CH:3]1[CH2:8][CH2:7][CH2:6][C:5](=[O:9])[CH2:4]1.[Cl:10][C:11]1[C:12](F)=[CH:13][C:14]([F:24])=[C:15]([CH:23]=1)[C:16]([O:18][C:19]([CH3:22])([CH3:21])[CH3:20])=[O:17].CC(C)([O-])C.[K+]. (2) Given the product [C:12]([O:16][C:17](=[O:37])[NH:18][CH2:19][C:20]1[N:21]([CH2:33][CH:34]([CH3:35])[CH3:36])[C:22]2[C:31]3[CH:30]=[CH:29][CH:28]=[CH:27][C:26]=3[N:25]=[C:24]([NH2:39])[C:23]=2[N:32]=1)([CH3:15])([CH3:14])[CH3:13], predict the reactants needed to synthesize it. The reactants are: C1C=C(Cl)C=C(C(OO)=O)C=1.[C:12]([O:16][C:17](=[O:37])[NH:18][CH2:19][C:20]1[N:21]([CH2:33][CH:34]([CH3:36])[CH3:35])[C:22]2[C:31]3[CH:30]=[CH:29][CH:28]=[CH:27][C:26]=3[N:25]=[CH:24][C:23]=2[N:32]=1)([CH3:15])([CH3:14])[CH3:13].[OH-].[NH4+:39].C1(C)C=CC(S(Cl)(=O)=O)=CC=1.